Dataset: Reaction yield outcomes from USPTO patents with 853,638 reactions. Task: Predict the reaction yield, written as a fraction of the theoretical maximum amount of product (1.0 means a 100% yield; for example, 0.34 means a 34% yield). (1) The reactants are N(C(OC(C)C)=O)=NC(OC(C)C)=O.[Br:15][C:16]1[CH:25]=[CH:24][C:19]([C:20]([O:22][CH3:23])=[O:21])=[CH:18][C:17]=1[OH:26].C1(P(C2C=CC=CC=2)C2C=CC=CC=2)C=CC=CC=1.[F:46][C:47]([F:54])([F:53])[CH2:48][O:49][CH2:50][CH2:51]O. The catalyst is O1CCCC1.C(OCC)(=O)C.O. The product is [Br:15][C:16]1[CH:25]=[CH:24][C:19]([C:20]([O:22][CH3:23])=[O:21])=[CH:18][C:17]=1[O:26][CH2:51][CH2:50][O:49][CH2:48][C:47]([F:54])([F:53])[F:46]. The yield is 0.940. (2) The reactants are [OH:1][C:2]1[CH:25]=[CH:24][CH:23]=[CH:22][C:3]=1[C:4]([NH:6][CH:7]([CH3:21])[CH:8]([NH:10]C(=O)OCC1C=CC=CC=1)[CH3:9])=[O:5]. The catalyst is CO.[Pd]. The product is [NH2:10][CH:8]([CH3:9])[CH:7]([NH:6][C:4](=[O:5])[C:3]1[CH:22]=[CH:23][CH:24]=[CH:25][C:2]=1[OH:1])[CH3:21]. The yield is 0.860. (3) The reactants are [CH2:1]([C:3]1[C:11]2[C:6](=[CH:7][C:8]([C:12]3[N:16]([C:17]4[CH:22]=[CH:21][C:20]([S:23]([CH3:26])(=[O:25])=[O:24])=[CH:19][CH:18]=4)[N:15]=[CH:14][CH:13]=3)=[CH:9][CH:10]=2)[NH:5][N:4]=1)[CH3:2].[CH:27]1(B(O)O)[CH2:29][CH2:28]1.C(N(CC)CC)C.N1C=CC=CC=1. The catalyst is O1CCCC1. The product is [CH:27]1([N:5]2[C:6]3[C:11](=[CH:10][CH:9]=[C:8]([C:12]4[N:16]([C:17]5[CH:22]=[CH:21][C:20]([S:23]([CH3:26])(=[O:25])=[O:24])=[CH:19][CH:18]=5)[N:15]=[CH:14][CH:13]=4)[CH:7]=3)[C:3]([CH2:1][CH3:2])=[N:4]2)[CH2:29][CH2:28]1. The yield is 0.400. (4) The reactants are [C:1]([NH:4][CH2:5][C:6]([OH:8])=O)(=[O:3])[CH3:2].C1N=CN(C(N2C=NC=C2)=O)C=1.[CH3:21][O:22][C:23]1[CH:32]=[C:31]([N+:33]([O-:35])=[O:34])[CH:30]=[CH:29][C:24]=1[C:25]([NH:27][NH2:28])=[O:26]. The catalyst is CN(C=O)C. The product is [CH3:21][O:22][C:23]1[CH:32]=[C:31]([N+:33]([O-:35])=[O:34])[CH:30]=[CH:29][C:24]=1[C:25]([NH:27][NH:28][C:6](=[O:8])[CH2:5][NH:4][C:1](=[O:3])[CH3:2])=[O:26]. The yield is 0.280. (5) The reactants are Br[CH2:2][C:3]([C:5]1[CH:10]=[CH:9][CH:8]=[C:7]([C:11]#[C:12][Si:13]([CH:20]([CH3:22])[CH3:21])([CH:17]([CH3:19])[CH3:18])[CH:14]([CH3:16])[CH3:15])[CH:6]=1)=O.[NH2:23][C:24]([NH2:26])=[S:25]. The catalyst is CCO. The product is [CH:14]([Si:13]([C:12]#[C:11][C:7]1[CH:6]=[C:5]([C:3]2[N:23]=[C:24]([NH2:26])[S:25][CH:2]=2)[CH:10]=[CH:9][CH:8]=1)([CH:20]([CH3:22])[CH3:21])[CH:17]([CH3:19])[CH3:18])([CH3:16])[CH3:15]. The yield is 0.750. (6) The reactants are [CH:1]1([NH:4][C:5]2[N:13]=[C:12]3[C:8]([NH:9][C:10](=[O:22])[N:11]3[C:14]3[CH:19]=[CH:18][CH:17]=[C:16]([O:20][CH3:21])[CH:15]=3)=[CH:7][N:6]=2)[CH2:3][CH2:2]1.C(N=P1(N(CC)CC)N(C)CCCN1C)(C)(C)C.[CH2:41](Br)[C:42]1[CH:47]=[CH:46][CH:45]=[CH:44][CH:43]=1. The catalyst is C(#N)C. The product is [CH2:41]([N:9]1[C:8]2[C:12](=[N:13][C:5]([NH:4][CH:1]3[CH2:3][CH2:2]3)=[N:6][CH:7]=2)[N:11]([C:14]2[CH:19]=[CH:18][CH:17]=[C:16]([O:20][CH3:21])[CH:15]=2)[C:10]1=[O:22])[C:42]1[CH:47]=[CH:46][CH:45]=[CH:44][CH:43]=1. The yield is 0.730. (7) The reactants are [CH3:1][O:2][C:3]([CH3:32])([CH3:31])[C:4]#[C:5][C:6]1[CH:7]=[C:8]2[C:19]3([CH2:23][O:22][C:21]([NH2:24])=[N:20]3)[C:18]3[C:13](=[N:14][CH:15]=[C:16]([C:25]4[CH:26]=[N:27][CH:28]=[CH:29][CH:30]=4)[CH:17]=3)[O:12][C:9]2=[CH:10][CH:11]=1.[H][H]. The catalyst is [Pd].C(CC(OC)=O)C. The product is [CH3:1][O:2][C:3]([CH3:32])([CH3:31])[CH2:4][CH2:5][C:6]1[CH:7]=[C:8]2[C:19]3([CH2:23][O:22][C:21]([NH2:24])=[N:20]3)[C:18]3[C:13](=[N:14][CH:15]=[C:16]([C:25]4[CH:26]=[N:27][CH:28]=[CH:29][CH:30]=4)[CH:17]=3)[O:12][C:9]2=[CH:10][CH:11]=1. The yield is 0.495.